This data is from Catalyst prediction with 721,799 reactions and 888 catalyst types from USPTO. The task is: Predict which catalyst facilitates the given reaction. (1) Reactant: [OH:1][C:2]1[CH:7]=[CH:6][C:5]([CH2:8][C:9]([NH:12]C(=O)OCC2C=CC=CC=2)([CH3:11])[CH3:10])=[CH:4][CH:3]=1.Br[CH2:24][CH2:25][CH2:26][C:27]([O:29][CH2:30][CH3:31])=[O:28].C(=O)([O-])[O-].[K+].[K+].[I-].[K+]. Product: [NH2:12][C:9]([CH3:10])([CH3:11])[CH2:8][C:5]1[CH:4]=[CH:3][C:2]([O:1][CH2:24][CH2:25][CH2:26][C:27]([O:29][CH2:30][CH3:31])=[O:28])=[CH:7][CH:6]=1. The catalyst class is: 42. (2) Reactant: [F:1][C:2]1[CH:3]=[C:4]([CH:14]=[C:15]([F:17])[CH:16]=1)[CH2:5][P:6](=[O:13])([O:10]CC)[O:7]CC.Br[Si](C)(C)C.O. Product: [F:17][C:15]1[CH:14]=[C:4]([CH:3]=[C:2]([F:1])[CH:16]=1)[CH2:5][P:6](=[O:7])([OH:13])[OH:10]. The catalyst class is: 98. (3) Reactant: [F:1][C:2]([F:13])([F:12])[C:3]1[CH:4]=[CH:5][C:6]([CH2:9][CH2:10][NH2:11])=[N:7][CH:8]=1.Br[C:15]1[CH:23]=[C:22]2[C:18]([CH:19]=[CH:20][N:21]2[CH3:24])=[CH:17][CH:16]=1.C(=O)([O-])[O-].[Cs+].[Cs+].C(C1CCCCC1=O)(=O)C. Product: [CH3:24][N:21]1[C:22]2[C:18](=[CH:17][CH:16]=[C:15]([NH:11][CH2:10][CH2:9][C:6]3[CH:5]=[CH:4][C:3]([C:2]([F:12])([F:1])[F:13])=[CH:8][N:7]=3)[CH:23]=2)[CH:19]=[CH:20]1. The catalyst class is: 3. (4) Product: [Cl:1][C:2]1[N:11]=[CH:10][C:9]2[N:8]([CH:12]([CH3:13])[CH3:14])[C:7](=[O:15])[C:6]3([CH3:22])[CH2:16][O:17][CH2:18][CH2:19][N:5]3[C:4]=2[N:3]=1. Reactant: [Cl:1][C:2]1[N:11]=[CH:10][C:9]2[N:8]([CH:12]([CH3:14])[CH3:13])[C:7](=[O:15])[CH:6]3[CH2:16][O:17][CH2:18][CH2:19][N:5]3[C:4]=2[N:3]=1.IC.[CH3:22]C([O-])(C)C. The catalyst class is: 58. (5) The catalyst class is: 123. Product: [OH:8][C:9]1[C:14]([CH3:15])=[CH:13][C:12]([CH2:16][C@@H:17]([O:41][C:42]([N:44]2[CH2:49][CH2:48][CH:47]([N:50]3[CH2:56][CH2:55][C:54]4[CH:57]=[CH:58][CH:59]=[CH:60][C:53]=4[NH:52][C:51]3=[O:61])[CH2:46][CH2:45]2)=[O:43])[C:18]([N:20]2[CH2:21][CH2:22][CH:23]([N:26]3[CH2:31][CH2:30][CH:29]([C:32]([O:34][CH2:35][C:36](=[O:40])[N:37]([CH3:39])[CH3:38])=[O:33])[CH2:28][CH2:27]3)[CH2:24][CH2:25]2)=[O:19])=[CH:11][C:10]=1[CH3:62]. Reactant: C([O:8][C:9]1[C:14]([CH3:15])=[CH:13][C:12]([CH2:16][C@@H:17]([O:41][C:42]([N:44]2[CH2:49][CH2:48][CH:47]([N:50]3[CH2:56][CH2:55][C:54]4[CH:57]=[CH:58][CH:59]=[CH:60][C:53]=4[NH:52][C:51]3=[O:61])[CH2:46][CH2:45]2)=[O:43])[C:18]([N:20]2[CH2:25][CH2:24][CH:23]([N:26]3[CH2:31][CH2:30][CH:29]([C:32]([O:34][CH2:35][C:36](=[O:40])[N:37]([CH3:39])[CH3:38])=[O:33])[CH2:28][CH2:27]3)[CH2:22][CH2:21]2)=[O:19])=[CH:11][C:10]=1[CH3:62])C1C=CC=CC=1.[H][H].